This data is from Catalyst prediction with 721,799 reactions and 888 catalyst types from USPTO. The task is: Predict which catalyst facilitates the given reaction. (1) Reactant: [C:1]([C:3]1[CH:8]=[CH:7][CH:6]=[CH:5][C:4]=1[S:9](Cl)(=[O:11])=[O:10])#[N:2].[CH3:13][NH:14][CH3:15].C1COCC1.C(N(CC)CC)C. Product: [C:1]([C:3]1[CH:8]=[CH:7][CH:6]=[CH:5][C:4]=1[S:9]([N:14]([CH3:15])[CH3:13])(=[O:11])=[O:10])#[N:2]. The catalyst class is: 317. (2) Reactant: [CH2:1]([C:3]1[CH:4]=[N:5][C:6]([N:9]([C:15]2[CH:20]=[CH:19][C:18]([O:21][C:22]([F:25])([F:24])[F:23])=[CH:17][CH:16]=2)[CH2:10][CH2:11][CH2:12][CH2:13][OH:14])=[N:7][CH:8]=1)[CH3:2].CC(OI1(OC(C)=O)(OC(C)=O)OC(=O)C2C=CC=CC1=2)=O. Product: [CH2:1]([C:3]1[CH:8]=[N:7][C:6]([N:9]([C:15]2[CH:20]=[CH:19][C:18]([O:21][C:22]([F:24])([F:25])[F:23])=[CH:17][CH:16]=2)[CH2:10][CH2:11][CH2:12][CH:13]=[O:14])=[N:5][CH:4]=1)[CH3:2]. The catalyst class is: 2.